Dataset: Forward reaction prediction with 1.9M reactions from USPTO patents (1976-2016). Task: Predict the product of the given reaction. (1) Given the reactants [NH2:1][C:2]1[C:11]([C:12]([CH3:14])=[CH2:13])=[N:10][CH:9]=[CH:8][C:3]=1[C:4]([O:6][CH3:7])=[O:5], predict the reaction product. The product is: [NH2:1][C:2]1[C:11]([CH:12]([CH3:14])[CH3:13])=[N:10][CH:9]=[CH:8][C:3]=1[C:4]([O:6][CH3:7])=[O:5]. (2) Given the reactants Cl[C:2]1[N:7]=[C:6]([NH:8][C@@H:9]([C:11]2[CH:16]=[CH:15][CH:14]=[CH:13][CH:12]=2)[CH3:10])[CH:5]=[N:4][CH:3]=1.[CH3:17][C:18]1[NH:19][CH:20]=[CH:21][N:22]=1, predict the reaction product. The product is: [CH3:17][C:18]1[N:19]([C:2]2[N:7]=[C:6]([NH:8][C@@H:9]([C:11]3[CH:16]=[CH:15][CH:14]=[CH:13][CH:12]=3)[CH3:10])[CH:5]=[N:4][CH:3]=2)[CH:20]=[CH:21][N:22]=1. (3) The product is: [OH:24][CH:25]([CH2:29][CH2:30][CH2:31][CH2:32][CH2:33][CH2:34][CH2:35][CH3:36])[C:26]([N:1]1[CH2:6][CH2:5][C:4]([C:7]2[CH:12]=[CH:11][C:10]([N:13]3[CH2:17][C@H:16]([CH2:18][NH:19][C:20](=[O:22])[CH3:21])[O:15][C:14]3=[O:23])=[CH:9][CH:8]=2)=[CH:3][CH2:2]1)=[O:27]. Given the reactants [NH:1]1[CH2:6][CH2:5][C:4]([C:7]2[CH:12]=[CH:11][C:10]([N:13]3[CH2:17][C@H:16]([CH2:18][NH:19][C:20](=[O:22])[CH3:21])[O:15][C:14]3=[O:23])=[CH:9][CH:8]=2)=[CH:3][CH2:2]1.[OH:24][CH:25]([CH2:29][CH2:30][CH2:31][CH2:32][CH2:33][CH2:34][CH2:35][CH3:36])[C:26](O)=[O:27], predict the reaction product. (4) Given the reactants [NH2:1][C:2]1[CH:3]=[C:4]([O:11][C@@H:12]2[CH2:17][CH2:16][N:15](C(OC(C)(C)C)=O)[CH2:14][C@H:13]2[F:25])[C:5]2[O:9][CH:8]=[CH:7][C:6]=2[CH:10]=1.[Cl:26][C:27]1[CH:32]=[CH:31][C:30]([F:33])=[CH:29][C:28]=1[S:34](Cl)(=[O:36])=[O:35], predict the reaction product. The product is: [ClH:26].[Cl:26][C:27]1[CH:32]=[CH:31][C:30]([F:33])=[CH:29][C:28]=1[S:34]([NH:1][C:2]1[CH:3]=[C:4]([O:11][C@@H:12]2[CH2:17][CH2:16][NH:15][CH2:14][C@H:13]2[F:25])[C:5]2[O:9][CH:8]=[CH:7][C:6]=2[CH:10]=1)(=[O:36])=[O:35]. (5) Given the reactants [CH3:1][NH:2][C:3]1[N:12]=[CH:11][C:10]2[C:5](=[CH:6][CH:7]=[C:8](B3OC(C)(C)C(C)(C)O3)[CH:9]=2)[N:4]=1.C(=O)([O-])[O-].[K+].[K+].Br[C:29]1[C:38]([CH3:39])=[CH:37][CH:36]=[C:35]2[C:30]=1[CH:31]=[N:32][N:33]=[CH:34]2, predict the reaction product. The product is: [CH3:1][NH:2][C:3]1[N:12]=[CH:11][C:10]2[C:5](=[CH:6][CH:7]=[C:8]([C:29]3[C:38]([CH3:39])=[CH:37][CH:36]=[C:35]4[C:30]=3[CH:31]=[N:32][N:33]=[CH:34]4)[CH:9]=2)[N:4]=1. (6) Given the reactants [CH3:1][O:2][C:3](=[O:34])[CH2:4][C@H:5]1[C:9]2[CH:10]=[CH:11][C:12]([O:14][C@H:15]3[C:23]4[C:18](=[C:19](B5OC(C)(C)C(C)(C)O5)[CH:20]=[CH:21][C:22]=4[F:24])[CH2:17][CH2:16]3)=[CH:13][C:8]=2[O:7][CH2:6]1.Br[C:36]1[C:41]([CH3:42])=[CH:40][C:39]([C:43]2[N:47]=[C:46]([CH3:48])[O:45][N:44]=2)=[CH:38][C:37]=1[CH3:49].BrC1C=CC(F)=C2C=1CC[C@H]2OC1C=CC2[C@H](CC(OC)=O)COC=2C=1, predict the reaction product. The product is: [CH3:1][O:2][C:3](=[O:34])[CH2:4][C@H:5]1[C:9]2[CH:10]=[CH:11][C:12]([O:14][C@H:15]3[C:23]4[C:18](=[C:19]([C:36]5[C:37]([CH3:49])=[CH:38][C:39]([C:43]6[N:47]=[C:46]([CH3:48])[O:45][N:44]=6)=[CH:40][C:41]=5[CH3:42])[CH:20]=[CH:21][C:22]=4[F:24])[CH2:17][CH2:16]3)=[CH:13][C:8]=2[O:7][CH2:6]1.